Dataset: Forward reaction prediction with 1.9M reactions from USPTO patents (1976-2016). Task: Predict the product of the given reaction. (1) Given the reactants C([O-])([O-])=O.[Na+].[Na+].C(OC([N:14]1[CH2:21][CH2:20][C@:19]2([CH3:24])[C@H:22]([CH3:23])[C@H:15]1[CH2:16][C:17]1[CH:28]=[CH:27][C:26](B3OC(C)(C)C(C)(C)O3)=[CH:25][C:18]=12)=O)(C)(C)C.Cl[C:39]1[N:40]=[N:41][C:42]([CH3:45])=[CH:43][CH:44]=1, predict the reaction product. The product is: [CH3:24][C@:19]12[C@H:22]([CH3:23])[C@H:15]([NH:14][CH2:21][CH2:20]1)[CH2:16][C:17]1[CH:28]=[CH:27][C:26]([C:39]3[N:40]=[N:41][C:42]([CH3:45])=[CH:43][CH:44]=3)=[CH:25][C:18]2=1. (2) Given the reactants [CH2:1]([N:3]1[C:11]2[C:6](=[N:7][CH:8]=[C:9]([F:12])[CH:10]=2)[N:5]([C:13]2[CH:18]=[CH:17][C:16]([OH:19])=[CH:15][CH:14]=2)[C:4]1=[O:20])[CH3:2].[H-].[Na+].Cl[C:24]1[N:28]([CH3:29])[C:27]2[CH:30]=[CH:31][CH:32]=[CH:33][C:26]=2[N:25]=1.O, predict the reaction product. The product is: [CH2:1]([N:3]1[C:11]2[C:6](=[N:7][CH:8]=[C:9]([F:12])[CH:10]=2)[N:5]([C:13]2[CH:18]=[CH:17][C:16]([O:19][C:24]3[N:28]([CH3:29])[C:27]4[CH:30]=[CH:31][CH:32]=[CH:33][C:26]=4[N:25]=3)=[CH:15][CH:14]=2)[C:4]1=[O:20])[CH3:2]. (3) Given the reactants C([O:3][C:4](=[O:20])[CH:5]([O:17][CH2:18][CH3:19])[CH2:6][C:7]1[CH:8]=[C:9]2[C:13](=[CH:14][CH:15]=1)[NH:12][C:11]([CH3:16])=[CH:10]2)C.[CH3:21][C:22]1[O:26][C:25]([C:27]2[CH:32]=[CH:31][CH:30]=[CH:29][CH:28]=2)=[N:24][C:23]=1[CH2:33][CH2:34]OS(C)(=O)=O, predict the reaction product. The product is: [CH2:18]([O:17][CH:5]([CH2:6][C:7]1[CH:8]=[C:9]2[C:13](=[CH:14][CH:15]=1)[N:12]([CH2:34][CH2:33][C:23]1[N:24]=[C:25]([C:27]3[CH:32]=[CH:31][CH:30]=[CH:29][CH:28]=3)[O:26][C:22]=1[CH3:21])[C:11]([CH3:16])=[CH:10]2)[C:4]([OH:3])=[O:20])[CH3:19]. (4) Given the reactants [CH3:1][C:2]1[CH:3]=[C:4]([OH:25])[CH:5]=[CH:6][C:7]=1[CH:8]1[S:14][CH2:13][CH2:12][NH:11][C:10]2[N:15]([CH3:24])[N:16]=[C:17]([C:18]3[CH:23]=[CH:22][CH:21]=[CH:20][N:19]=3)[C:9]1=2.[N:26]1[CH:31]=[CH:30][CH:29]=[C:28]([CH2:32]O)[CH:27]=1.C1(P(C2C=CC=CC=2)C2C=CC=CC=2)C=CC=CC=1.N(C(OC(C)C)=O)=NC(OC(C)C)=O, predict the reaction product. The product is: [CH3:24][N:15]1[C:10]2[NH:11][CH2:12][CH2:13][S:14][CH:8]([C:7]3[CH:6]=[CH:5][C:4]([O:25][CH2:32][C:28]4[CH:27]=[N:26][CH:31]=[CH:30][CH:29]=4)=[CH:3][C:2]=3[CH3:1])[C:9]=2[C:17]([C:18]2[CH:23]=[CH:22][CH:21]=[CH:20][N:19]=2)=[N:16]1. (5) Given the reactants [OH:1][C@@H:2]1[CH2:20][CH2:19][C@@:18]2([CH3:21])[C@H:4]([CH2:5][CH2:6][C@@H:7]3[C:17]2=[CH:16][CH2:15][C@@:14]2([CH3:22])[C@H:8]3[CH2:9][CH2:10]/[C:11]/2=[CH:12]/[CH3:13])[CH2:3]1.C(N(CC)CC)C.[C:30](OC(=O)C)(=[O:32])[CH3:31], predict the reaction product. The product is: [C:30]([O:1][C@@H:2]1[CH2:20][CH2:19][C@@:18]2([CH3:21])[C@H:4]([CH2:5][CH2:6][C@@H:7]3[C:17]2=[CH:16][CH2:15][C@@:14]2([CH3:22])[C@H:8]3[CH2:9][CH2:10]/[C:11]/2=[CH:12]/[CH3:13])[CH2:3]1)(=[O:32])[CH3:31].